Dataset: Reaction yield outcomes from USPTO patents with 853,638 reactions. Task: Predict the reaction yield, written as a fraction of the theoretical maximum amount of product (1.0 means a 100% yield; for example, 0.34 means a 34% yield). (1) The reactants are [CH2:1]([O:8][C:9]([N:11]1[CH2:15][C@@H:14]([O:16][Si](C(C)(C)C)(C)C)[CH2:13][C@@H:12]1[CH2:24][C:25]1[C:26]([CH3:32])=[N:27][N:28]([CH3:31])[C:29]=1[CH3:30])=[O:10])[C:2]1[CH:7]=[CH:6][CH:5]=[CH:4][CH:3]=1.[F-].C([N+](CCCC)(CCCC)CCCC)CCC.C(=O)(O)[O-].[Na+]. The catalyst is O1CCCC1. The product is [CH2:1]([O:8][C:9]([N:11]1[CH2:15][C@@H:14]([OH:16])[CH2:13][C@@H:12]1[CH2:24][C:25]1[C:26]([CH3:32])=[N:27][N:28]([CH3:31])[C:29]=1[CH3:30])=[O:10])[C:2]1[CH:3]=[CH:4][CH:5]=[CH:6][CH:7]=1. The yield is 0.670. (2) The product is [N:6]1[C:5]2[O:8][CH2:9][CH2:10][O:11][C:4]=2[CH:3]=[C:2]([C:12]#[N:13])[N:7]=1. The yield is 0.790. The catalyst is [C-]#N.[Zn+2].[C-]#N.C1(P(C2C=CC=CC=2)[C-]2C=CC=C2)C=CC=CC=1.[C-]1(P(C2C=CC=CC=2)C2C=CC=CC=2)C=CC=C1.[Fe+2]. The reactants are Cl[C:2]1[N:7]=[N:6][C:5]2[O:8][CH2:9][CH2:10][O:11][C:4]=2[CH:3]=1.[CH3:12][N:13](C=O)C. (3) The catalyst is CC(O)=O. The reactants are [CH3:1][C:2]1[CH:6]=[CH:5][S:4][C:3]=1[CH2:7][NH:8][C:9]1[S:10][CH2:11][C:12](=[O:14])[N:13]=1.C(O[Na])(C)=O.[CH:20]([C:22]1[N:23]=[C:24]2[C:29](=[CH:30][CH:31]=1)[N:28]=[CH:27][C:26]([C:32]#[N:33])=[C:25]2[O:34][CH:35]([CH3:37])[CH3:36])=O. The yield is 0.324. The product is [CH:35]([O:34][C:25]1[C:24]2[C:29](=[CH:30][CH:31]=[C:22]([CH:20]=[C:11]3[S:10][C:9]([NH:8][CH2:7][C:3]4[S:4][CH:5]=[CH:6][C:2]=4[CH3:1])=[N:13][C:12]3=[O:14])[N:23]=2)[N:28]=[CH:27][C:26]=1[C:32]#[N:33])([CH3:37])[CH3:36]. (4) The reactants are [NH2:1][C:2]1[N:11]=[CH:10][C:9]2[C:8](SC)=[N:7][CH:6]=[N:5][C:4]=2[CH:3]=1.[F:14][C:15]([F:25])([F:24])[C:16]1[CH:17]=[C:18]([CH:21]=[CH:22][CH:23]=1)[CH2:19][NH2:20]. No catalyst specified. The product is [NH2:1][C:2]1[N:11]=[CH:10][C:9]2[C:8]([NH:20][CH2:19][C:18]3[CH:21]=[CH:22][CH:23]=[C:16]([C:15]([F:14])([F:24])[F:25])[CH:17]=3)=[N:7][CH:6]=[N:5][C:4]=2[CH:3]=1. The yield is 0.630. (5) The reactants are C([O:5][C:6]([CH:8]1[CH:12]([C:13]2[CH:18]=[CH:17][CH:16]=[C:15]([Cl:19])[C:14]=2[F:20])[C:11]([C:23]2[CH:28]=[CH:27][C:26]([Cl:29])=[CH:25][C:24]=2[F:30])([C:21]#[N:22])[CH:10]([CH2:31][C:32]([CH3:43])([CH3:42])[CH2:33][O:34][Si](C(C)(C)C)(C)C)[NH:9]1)=[O:7])(C)(C)C.[F:44][C:45]([F:50])([F:49])[C:46]([OH:48])=[O:47]. The catalyst is ClCCl. The product is [F:44][C:45]([F:50])([F:49])[C:46]([OH:48])=[O:47].[Cl:19][C:15]1[C:14]([F:20])=[C:13]([CH:12]2[C:11]([C:23]3[CH:28]=[CH:27][C:26]([Cl:29])=[CH:25][C:24]=3[F:30])([C:21]#[N:22])[CH:10]([CH2:31][C:32]([CH3:42])([CH3:43])[CH2:33][O:34][CH3:45])[NH:9][CH:8]2[C:6]([OH:5])=[O:7])[CH:18]=[CH:17][CH:16]=1. The yield is 0.820.